The task is: Binary Classification. Given a drug SMILES string, predict its activity (active/inactive) in a high-throughput screening assay against a specified biological target.. This data is from Orexin1 receptor HTS with 218,158 compounds and 233 confirmed actives. The drug is O1c2cc(CNC(=O)c3cc4nc(n(c4cc3)c3cc(ccc3)C)C)ccc2OC1. The result is 0 (inactive).